Dataset: Reaction yield outcomes from USPTO patents with 853,638 reactions. Task: Predict the reaction yield, written as a fraction of the theoretical maximum amount of product (1.0 means a 100% yield; for example, 0.34 means a 34% yield). (1) The reactants are Br[C:2]1[C:10]2[C:9]([NH:11][C@H:12]([C:14]3[N:19]([C:20]4[CH:25]=[CH:24][CH:23]=[CH:22][CH:21]=4)[C:18](=[O:26])[C:17]4=[C:27]([CH3:30])[CH:28]=[CH:29][N:16]4[N:15]=3)[CH3:13])=[N:8][CH:7]=[N:6][C:5]=2[N:4]([CH2:31][O:32][CH2:33][CH2:34][Si:35]([CH3:38])([CH3:37])[CH3:36])[CH:3]=1.[OH:39][C:40]1[CH:45]=[CH:44][C:43]([NH:46][S:47]([CH3:50])(=[O:49])=[O:48])=[CH:42][C:41]=1B(O)O.C(=O)([O-])[O-].[Na+].[Na+]. The catalyst is Cl[Pd](Cl)([P](C1C=CC=CC=1)(C1C=CC=CC=1)C1C=CC=CC=1)[P](C1C=CC=CC=1)(C1C=CC=CC=1)C1C=CC=CC=1. The product is [OH:39][C:40]1[CH:45]=[CH:44][C:43]([NH:46][S:47]([CH3:50])(=[O:49])=[O:48])=[CH:42][C:41]=1[C:2]1[C:10]2[C:9]([NH:11][C@H:12]([C:14]3[N:19]([C:20]4[CH:25]=[CH:24][CH:23]=[CH:22][CH:21]=4)[C:18](=[O:26])[C:17]4=[C:27]([CH3:30])[CH:28]=[CH:29][N:16]4[N:15]=3)[CH3:13])=[N:8][CH:7]=[N:6][C:5]=2[N:4]([CH2:31][O:32][CH2:33][CH2:34][Si:35]([CH3:38])([CH3:37])[CH3:36])[CH:3]=1. The yield is 0.870. (2) The reactants are [Li+].[OH-].[CH3:3][C:4]1[N:8]([CH2:9][C:10]2[CH:15]=[CH:14][CH:13]=[C:12]([C:16]([F:19])([F:18])[F:17])[C:11]=2[CH3:20])[C:7]2[CH:21]=[C:22]([N:29]3[CH2:34][CH2:33][O:32][CH2:31][CH2:30]3)[CH:23]=[C:24]([C:25]([O:27]C)=[O:26])[C:6]=2[N:5]=1. The catalyst is C1COCC1. The product is [CH3:3][C:4]1[N:8]([CH2:9][C:10]2[CH:15]=[CH:14][CH:13]=[C:12]([C:16]([F:18])([F:17])[F:19])[C:11]=2[CH3:20])[C:7]2[CH:21]=[C:22]([N:29]3[CH2:30][CH2:31][O:32][CH2:33][CH2:34]3)[CH:23]=[C:24]([C:25]([OH:27])=[O:26])[C:6]=2[N:5]=1. The yield is 0.880. (3) The reactants are Cl[C:2]1[CH:7]=[CH:6][N:5]=[CH:4][C:3]=1[N+:8]([O-:10])=[O:9].[CH3:11][NH2:12].O. The catalyst is ClCCl. The product is [CH3:11][NH:12][C:2]1[CH:7]=[CH:6][N:5]=[CH:4][C:3]=1[N+:8]([O-:10])=[O:9]. The yield is 0.980. (4) The product is [Br:19][C:15]1[CH:14]=[C:13]([CH:18]=[CH:17][CH:16]=1)[CH:22]=[O:23]. The reactants are C([Mg]Cl)CCC.C([Li])CCC.Br[C:13]1[CH:18]=[CH:17][CH:16]=[C:15]([Br:19])[CH:14]=1.CN(C)[CH:22]=[O:23]. The catalyst is O1CCCC1.CCCCCC.C(O)(=O)C.C1(C)C=CC=CC=1. The yield is 0.780.